From a dataset of Peptide-MHC class I binding affinity with 185,985 pairs from IEDB/IMGT. Regression. Given a peptide amino acid sequence and an MHC pseudo amino acid sequence, predict their binding affinity value. This is MHC class I binding data. (1) The peptide sequence is TIPTNIPTL. The MHC is HLA-B15:01 with pseudo-sequence HLA-B15:01. The binding affinity (normalized) is 0.0847. (2) The peptide sequence is HIGHHYIWI. The MHC is HLA-A68:02 with pseudo-sequence HLA-A68:02. The binding affinity (normalized) is 0.0851. (3) The peptide sequence is KDMPGGYCL. The MHC is HLA-B40:02 with pseudo-sequence HLA-B40:02. The binding affinity (normalized) is 0.495. (4) The binding affinity (normalized) is 0.138. The MHC is HLA-B46:01 with pseudo-sequence HLA-B46:01. The peptide sequence is HTQGYFPDWQ. (5) The peptide sequence is AYSSWMYSY. The MHC is HLA-A03:01 with pseudo-sequence HLA-A03:01. The binding affinity (normalized) is 0.0902. (6) The peptide sequence is FLKPEETFV. The MHC is HLA-A02:12 with pseudo-sequence HLA-A02:12. The binding affinity (normalized) is 0.898. (7) The MHC is HLA-A68:02 with pseudo-sequence HLA-A68:02. The binding affinity (normalized) is 0.280. The peptide sequence is NTCKPTILA.